Dataset: Full USPTO retrosynthesis dataset with 1.9M reactions from patents (1976-2016). Task: Predict the reactants needed to synthesize the given product. (1) Given the product [F:25][C:22]1[CH:23]=[CH:24][C:19]([S:16]([C:14]2[CH:13]=[CH:12][C:11]([CH:26]([CH3:28])[CH3:27])=[C:10]([S:7]([NH:6][CH:29]3[CH2:30][CH2:31][S:32][CH2:33][CH2:34]3)(=[O:8])=[O:9])[CH:15]=2)(=[O:17])=[O:18])=[CH:20][CH:21]=1, predict the reactants needed to synthesize it. The reactants are: COC1C=C(OC)C=CC=1C[N:6]([CH:29]1[CH2:34][CH2:33][S:32][CH2:31][CH2:30]1)[S:7]([C:10]1[CH:15]=[C:14]([S:16]([C:19]2[CH:24]=[CH:23][C:22]([F:25])=[CH:21][CH:20]=2)(=[O:18])=[O:17])[CH:13]=[CH:12][C:11]=1[CH:26]([CH3:28])[CH3:27])(=[O:9])=[O:8].C(=O)(O)[O-]. (2) Given the product [O:75]=[C:66]1[NH:67][C:68]2[CH:74]=[CH:73][N:72]=[CH:71][C:69]=2[CH2:70][N:65]1[CH:62]1[CH2:61][CH2:60][N:59]([C:35]([NH:1][C@@H:2]2[N:8]=[C:7]([C:9]3[CH:10]=[CH:11][CH:12]=[CH:13][CH:14]=3)[C:6]3[CH:15]=[CH:16][CH:17]=[CH:18][C:5]=3[N:4]([CH2:19][C:20]([F:21])([F:23])[F:22])[C:3]2=[O:24])=[O:36])[CH2:64][CH2:63]1, predict the reactants needed to synthesize it. The reactants are: [NH2:1][CH:2]1[N:8]=[C:7]([C:9]2[CH:14]=[CH:13][CH:12]=[CH:11][CH:10]=2)[C:6]2[CH:15]=[CH:16][CH:17]=[CH:18][C:5]=2[N:4]([CH2:19][C:20]([F:23])([F:22])[F:21])[C:3]1=[O:24].C1C([N+]([O-])=O)=CC=C([Cl-][C:35]([O-])=[O:36])C=1.C(N(CC)CC)C.OC(C(F)(F)F)=O.OC(C(F)(F)F)=O.[NH:59]1[CH2:64][CH2:63][CH:62]([N:65]2[CH2:70][C:69]3[CH:71]=[N:72][CH:73]=[CH:74][C:68]=3[NH:67][C:66]2=[O:75])[CH2:61][CH2:60]1.